From a dataset of Full USPTO retrosynthesis dataset with 1.9M reactions from patents (1976-2016). Predict the reactants needed to synthesize the given product. Given the product [NH2:1][C:4]1[CH:12]=[C:11]2[C:7]([CH:8]=[CH:9][N:10]2[CH2:13][C:14]#[N:15])=[CH:6][CH:5]=1, predict the reactants needed to synthesize it. The reactants are: [N+:1]([C:4]1[CH:12]=[C:11]2[C:7]([CH:8]=[CH:9][N:10]2[CH2:13][C:14]#[N:15])=[CH:6][CH:5]=1)([O-])=O.[Cl-].[NH4+].CO.O.